From a dataset of Catalyst prediction with 721,799 reactions and 888 catalyst types from USPTO. Predict which catalyst facilitates the given reaction. (1) Reactant: [Cl:1][C:2]1[CH:3]=[C:4]([C@@H:8]([CH2:24][CH:25]=[CH2:26])[C:9](=[N:17][S@@:18]([C:20]([CH3:23])([CH3:22])[CH3:21])=[O:19])[C:10]2[CH:15]=[CH:14][C:13]([Cl:16])=[CH:12][CH:11]=2)[CH:5]=[CH:6][CH:7]=1.[CH3:27][Li]. Product: [Cl:1][C:2]1[CH:3]=[C:4]([C@@H:8]([CH2:24][CH:25]=[CH2:26])[C@:9]([NH:17][S@@:18]([C:20]([CH3:21])([CH3:22])[CH3:23])=[O:19])([C:10]2[CH:15]=[CH:14][C:13]([Cl:16])=[CH:12][CH:11]=2)[CH3:27])[CH:5]=[CH:6][CH:7]=1. The catalyst class is: 1. (2) Reactant: Cl[C:2]1[C:3](=[O:24])[C:4](=[O:23])[C:5]=1[NH:6][C:7]1[CH:12]=[CH:11][CH:10]=[C:9]([C:13]([N:15]2[CH2:20][CH2:19][N:18]([CH3:21])[CH2:17][CH2:16]2)=[O:14])[C:8]=1[OH:22].[F:25][C:26]1[CH:32]=[C:31]([F:33])[CH:30]=[CH:29][C:27]=1[NH2:28]. Product: [OH:22][C:8]1[C:9]([C:13]([N:15]2[CH2:20][CH2:19][N:18]([CH3:21])[CH2:17][CH2:16]2)=[O:14])=[CH:10][CH:11]=[CH:12][C:7]=1[NH:6][C:5]1[C:4](=[O:23])[C:3](=[O:24])[C:2]=1[NH:28][C:27]1[CH:29]=[CH:30][C:31]([F:33])=[CH:32][C:26]=1[F:25]. The catalyst class is: 16. (3) The catalyst class is: 10. Reactant: [OH:1][C:2]1[C:3]([NH:12][C:13](=[O:15])[CH3:14])=[CH:4][C:5]2[C:10]([CH:11]=1)=[CH:9][CH:8]=[CH:7][CH:6]=2.I[CH2:17][CH2:18][CH3:19].C(=O)([O-])[O-].[K+].[K+]. Product: [CH2:17]([O:1][C:2]1[C:3]([NH:12][C:13](=[O:15])[CH3:14])=[CH:4][C:5]2[C:10]([CH:11]=1)=[CH:9][CH:8]=[CH:7][CH:6]=2)[CH2:18][CH3:19].